Dataset: Reaction yield outcomes from USPTO patents with 853,638 reactions. Task: Predict the reaction yield, written as a fraction of the theoretical maximum amount of product (1.0 means a 100% yield; for example, 0.34 means a 34% yield). (1) The reactants are [I-:1].[NH2:2][O:3][CH2:4][CH2:5][N+:6]([CH2:11]CON)([CH2:8][CH2:9][OH:10])[CH3:7].C1(=O)N(OCCN(CCO)CCON2C(=O)C3=CC=CC=C3C2=O)C(=O)C2=CC=CC=C12. The catalyst is IC. The product is [I-:1].[NH2:2][O:3][CH2:4][CH2:5][N+:6]([CH2:8][CH2:9][OH:10])([CH3:11])[CH3:7]. The yield is 0.980. (2) The reactants are Br[C:2]1[C:7]([N+:8]([O-:10])=[O:9])=[CH:6][C:5]([F:11])=[CH:4][N:3]=1.[NH3:12]. The catalyst is CO. The product is [F:11][C:5]1[CH:6]=[C:7]([N+:8]([O-:10])=[O:9])[C:2]([NH2:12])=[N:3][CH:4]=1. The yield is 0.670. (3) The reactants are [NH2:1][C:2]1[C:7]([F:8])=[CH:6][C:5]([CH2:9][C:10]([O:12]CC)=[O:11])=[C:4]([F:15])[CH:3]=1.C(N(CC)CC)C.[CH3:23][C:24]1[CH:29]=[CH:28][CH:27]=[CH:26][C:25]=1[N:30]=[C:31]=[O:32]. The catalyst is CN(C=O)C. The product is [CH3:23][C:24]1[CH:29]=[CH:28][CH:27]=[CH:26][C:25]=1[NH:30][C:31](=[O:32])[NH:1][C:2]1[C:7]([F:8])=[CH:6][C:5]([CH2:9][C:10]([OH:12])=[O:11])=[C:4]([F:15])[CH:3]=1. The yield is 0.460.